From a dataset of Full USPTO retrosynthesis dataset with 1.9M reactions from patents (1976-2016). Predict the reactants needed to synthesize the given product. (1) Given the product [NH2:27][C:16]1[N:15]=[C:14]([N:11]2[CH2:12][CH2:13][N:8]([C:6]([O:5][C:1]([CH3:4])([CH3:3])[CH3:2])=[O:7])[CH2:9][CH2:10]2)[C:19]([F:20])=[CH:18][C:17]=1[F:21], predict the reactants needed to synthesize it. The reactants are: [C:1]([O:5][C:6]([N:8]1[CH2:13][CH2:12][N:11]([C:14]2[C:19]([F:20])=[CH:18][C:17]([F:21])=[C:16](F)[N:15]=2)[CH2:10][CH2:9]1)=[O:7])([CH3:4])([CH3:3])[CH3:2].C1(=O)[NH:27]C(=O)C2=CC=CC=C12.[K]. (2) The reactants are: [NH:1]1[CH:5]=[C:4]([C:6]([OH:8])=[O:7])[N:3]=[CH:2]1.F[C:10]1[CH:17]=[CH:16][C:13]([C:14]#[N:15])=[CH:12][C:11]=1[F:18].C(N(CC)C(C)C)(C)C. Given the product [C:14]([C:13]1[CH:16]=[CH:17][C:10]([N:1]2[CH:5]=[C:4]([C:6]([OH:8])=[O:7])[N:3]=[CH:2]2)=[C:11]([F:18])[CH:12]=1)#[N:15], predict the reactants needed to synthesize it. (3) Given the product [N:14]1[C:13]2[C:15]3[CH:23]=[CH:22][CH:21]=[CH:20][C:16]=3[O:17][CH2:18][CH2:19][C:12]=2[S:11][C:10]=1[NH:9][CH:6]1[CH2:7][CH2:8][CH:3]([CH2:2][NH:1][C:24](=[O:27])[CH2:25][CH3:26])[CH2:4][CH2:5]1, predict the reactants needed to synthesize it. The reactants are: [NH2:1][CH2:2][CH:3]1[CH2:8][CH2:7][CH:6]([NH:9][C:10]2[S:11][C:12]3[CH2:19][CH2:18][O:17][C:16]4[CH:20]=[CH:21][CH:22]=[CH:23][C:15]=4[C:13]=3[N:14]=2)[CH2:5][CH2:4]1.[C:24](Cl)(=[O:27])[CH2:25][CH3:26].O. (4) Given the product [C:1]([O:12][CH3:18])(=[O:11])[C:2]1[CH:10]=[C:8]([OH:9])[C:6]([OH:7])=[C:4]([OH:5])[CH:3]=1, predict the reactants needed to synthesize it. The reactants are: [C:1]([OH:12])(=[O:11])[C:2]1[CH:10]=[C:8]([OH:9])[C:6]([OH:7])=[C:4]([OH:5])[CH:3]=1.OS(O)(=O)=O.[CH3:18]O.